This data is from Catalyst prediction with 721,799 reactions and 888 catalyst types from USPTO. The task is: Predict which catalyst facilitates the given reaction. The catalyst class is: 312. Reactant: O[C:2]1[C:11](C=O)=[C:10]2[C:5]([C:6](=[O:16])[C:7](C)=[C:8](C)[O:9]2)=[C:4](C)[C:3]=1C=O.C(=O)([O-])[O-].[Ca+2].[H][H].O. Product: [O:9]1[C:10]2[C:5](=[CH:4][CH:3]=[CH:2][CH:11]=2)[C:6](=[O:16])[CH2:7][CH2:8]1.